Dataset: Full USPTO retrosynthesis dataset with 1.9M reactions from patents (1976-2016). Task: Predict the reactants needed to synthesize the given product. (1) Given the product [Cl:1][C:2]1[CH:10]=[CH:9][C:8]([C:11]2[N:12]([C:22]([O:24][C:25]([CH3:27])([CH3:26])[CH3:28])=[O:23])[C:13]3[C:18]([CH:19]=2)=[CH:17][C:16]([CH2:20][NH:30][CH2:31][CH2:32][C:33]2[CH:34]=[N:35][CH:36]=[CH:37][CH:38]=2)=[CH:15][CH:14]=3)=[C:7]2[C:3]=1[CH2:4][NH:5][C:6]2=[O:29], predict the reactants needed to synthesize it. The reactants are: [Cl:1][C:2]1[CH:10]=[CH:9][C:8]([C:11]2[N:12]([C:22]([O:24][C:25]([CH3:28])([CH3:27])[CH3:26])=[O:23])[C:13]3[C:18]([CH:19]=2)=[CH:17][C:16]([CH:20]=O)=[CH:15][CH:14]=3)=[C:7]2[C:3]=1[CH2:4][NH:5][C:6]2=[O:29].[NH2:30][CH2:31][CH2:32][C:33]1[CH:34]=[N:35][CH:36]=[CH:37][CH:38]=1.C(O[BH-](OC(=O)C)OC(=O)C)(=O)C.[Na+]. (2) Given the product [CH3:1][N:2]1[C:10]2[C:5](=[CH:6][CH:7]=[CH:8][CH:9]=2)[C:4]([C:11]2[O:12][C:13]([C:16]3[CH:17]=[C:18]4[C:23](=[CH:24][CH:25]=3)[CH:22]=[C:21]([O:26][CH2:28][C:29]([O:31][CH3:32])=[O:30])[CH:20]=[CH:19]4)=[CH:14][N:15]=2)=[CH:3]1, predict the reactants needed to synthesize it. The reactants are: [CH3:1][N:2]1[C:10]2[C:5](=[CH:6][CH:7]=[CH:8][CH:9]=2)[C:4]([C:11]2[O:12][C:13]([C:16]3[CH:17]=[C:18]4[C:23](=[CH:24][CH:25]=3)[CH:22]=[C:21]([OH:26])[CH:20]=[CH:19]4)=[CH:14][N:15]=2)=[CH:3]1.Br[CH2:28][C:29]([O:31][CH3:32])=[O:30].C(=O)([O-])[O-].[Cs+].[Cs+]. (3) Given the product [ClH:1].[ClH:20].[Cl:1][C:2]1[CH:3]=[CH:4][C:5]([C@@H:8]2[CH2:13][N:12]([CH2:14][CH:15]=[CH2:16])[CH2:11][CH2:10][N:9]2[CH2:17][CH:18]=[CH2:19])=[CH:6][CH:7]=1, predict the reactants needed to synthesize it. The reactants are: [Cl:1][C:2]1[CH:7]=[CH:6][C:5]([C@@H:8]2[CH2:13][N:12]([CH2:14][CH:15]=[CH2:16])[CH2:11][CH2:10][N:9]2[CH2:17][CH:18]=[CH2:19])=[CH:4][CH:3]=1.[ClH:20].C(O)(C)C. (4) Given the product [Cl:26][C:23]1[CH:24]=[CH:25][C:20]([C:18]([NH:17][CH:13]([CH2:12][C:7]2[C:5]3[C:4](=[CH:3][CH:2]=[CH:1][CH:6]=3)[NH:11][C:9](=[O:10])[CH:8]=2)[C:14]([O:16][CH2:28][CH:29]2[CH2:34][CH2:33][CH2:32][CH2:31][O:30]2)=[O:15])=[O:19])=[CH:21][CH:22]=1, predict the reactants needed to synthesize it. The reactants are: [CH:1]1[CH:2]=[CH:3][C:4]2[NH:11][C:9](=[O:10])[CH:8]=[C:7]([CH2:12][CH:13]([NH:17][C:18]([C:20]3[CH:21]=[CH:22][C:23]([Cl:26])=[CH:24][CH:25]=3)=[O:19])[C:14]([OH:16])=[O:15])[C:5]=2[CH:6]=1.Cl[CH2:28][CH:29]1[CH2:34][CH2:33][CH2:32][CH2:31][O:30]1. (5) Given the product [Cl:18][C:19]1[CH:25]=[CH:24][C:22]([NH:23][C:15]([CH:10]2[CH2:11][CH:12]([OH:14])[CH2:13][N:8]([C:6]([O:5][C:1]([CH3:2])([CH3:3])[CH3:4])=[O:7])[CH2:9]2)=[O:17])=[CH:21][CH:20]=1, predict the reactants needed to synthesize it. The reactants are: [C:1]([O:5][C:6]([N:8]1[CH2:13][CH:12]([OH:14])[CH2:11][CH:10]([C:15]([OH:17])=O)[CH2:9]1)=[O:7])([CH3:4])([CH3:3])[CH3:2].[Cl:18][C:19]1[CH:25]=[CH:24][C:22]([NH2:23])=[CH:21][CH:20]=1.C(N(CC)C(C)C)(C)C.F[P-](F)(F)(F)(F)F.CN(C(N(C)C)=[N+]1C2C(=NC=CC=2)[N+]([O-])=N1)C. (6) Given the product [CH3:26][CH:25]([CH2:24][C@H:4]([CH2:1][NH2:2])[CH2:18][C:19]([OH:21])=[O:20])[CH3:27], predict the reactants needed to synthesize it. The reactants are: [C:1]([CH2:4]C(CC(C)C)CC(O)=O)(=O)[NH2:2].[OH-].[Na+].BrBr.[C:18](O)(=O)[C:19]([OH:21])=[O:20].[CH2:24](O)[CH:25]([CH3:27])[CH3:26]. (7) Given the product [C:33]([OH:39])([C:35]([F:38])([F:37])[F:36])=[O:34].[F:36][C:35]([F:38])([F:37])[C:33]([OH:39])=[O:34].[CH3:2][S:3]([C:6]1[CH:11]=[CH:10][C:9]([C:12]2[CH:13]=[CH:14][C:15]([O:18][CH2:19][CH:20]3[CH2:25][CH2:24][NH:23][CH2:22][CH2:21]3)=[CH:16][N:17]=2)=[CH:8][CH:7]=1)(=[O:4])=[O:5], predict the reactants needed to synthesize it. The reactants are: Cl.[CH3:2][S:3]([C:6]1[CH:11]=[CH:10][C:9]([C:12]2[N:17]=[CH:16][C:15]([O:18][CH2:19][CH:20]3[CH2:25][CH2:24][N:23](C(OC(C)(C)C)=O)[CH2:22][CH2:21]3)=[CH:14][CH:13]=2)=[CH:8][CH:7]=1)(=[O:5])=[O:4].[C:33]([OH:39])([C:35]([F:38])([F:37])[F:36])=[O:34].